Task: Regression. Given two drug SMILES strings and cell line genomic features, predict the synergy score measuring deviation from expected non-interaction effect.. Dataset: NCI-60 drug combinations with 297,098 pairs across 59 cell lines (1) Drug 1: CC12CCC(CC1=CCC3C2CCC4(C3CC=C4C5=CN=CC=C5)C)O. Drug 2: CC1=C(C(=CC=C1)Cl)NC(=O)C2=CN=C(S2)NC3=CC(=NC(=N3)C)N4CCN(CC4)CCO. Cell line: MDA-MB-435. Synergy scores: CSS=6.62, Synergy_ZIP=-0.322, Synergy_Bliss=-1.31, Synergy_Loewe=-3.99, Synergy_HSA=-3.96. (2) Drug 1: CC1=C(C=C(C=C1)NC2=NC=CC(=N2)N(C)C3=CC4=NN(C(=C4C=C3)C)C)S(=O)(=O)N.Cl. Drug 2: C1=CC(=CC=C1C#N)C(C2=CC=C(C=C2)C#N)N3C=NC=N3. Cell line: A549. Synergy scores: CSS=2.86, Synergy_ZIP=0.133, Synergy_Bliss=1.67, Synergy_Loewe=1.96, Synergy_HSA=0.871. (3) Drug 1: C1=NC2=C(N1)C(=S)N=C(N2)N. Drug 2: CC12CCC3C(C1CCC2OP(=O)(O)O)CCC4=C3C=CC(=C4)OC(=O)N(CCCl)CCCl.[Na+]. Cell line: MDA-MB-435. Synergy scores: CSS=5.89, Synergy_ZIP=-8.45, Synergy_Bliss=-9.44, Synergy_Loewe=-18.4, Synergy_HSA=-9.33. (4) Drug 1: CC1CCC2CC(C(=CC=CC=CC(CC(C(=O)C(C(C(=CC(C(=O)CC(OC(=O)C3CCCCN3C(=O)C(=O)C1(O2)O)C(C)CC4CCC(C(C4)OC)O)C)C)O)OC)C)C)C)OC. Drug 2: CC1CCC2CC(C(=CC=CC=CC(CC(C(=O)C(C(C(=CC(C(=O)CC(OC(=O)C3CCCCN3C(=O)C(=O)C1(O2)O)C(C)CC4CCC(C(C4)OC)OCCO)C)C)O)OC)C)C)C)OC. Cell line: MCF7. Synergy scores: CSS=5.88, Synergy_ZIP=-1.69, Synergy_Bliss=1.39, Synergy_Loewe=1.84, Synergy_HSA=1.86. (5) Drug 1: COC1=NC(=NC2=C1N=CN2C3C(C(C(O3)CO)O)O)N. Drug 2: C#CCC(CC1=CN=C2C(=N1)C(=NC(=N2)N)N)C3=CC=C(C=C3)C(=O)NC(CCC(=O)O)C(=O)O. Cell line: OVCAR3. Synergy scores: CSS=69.4, Synergy_ZIP=1.65, Synergy_Bliss=4.45, Synergy_Loewe=-7.54, Synergy_HSA=6.17. (6) Drug 1: CC(C)(C#N)C1=CC(=CC(=C1)CN2C=NC=N2)C(C)(C)C#N. Drug 2: CC1C(C(CC(O1)OC2CC(CC3=C2C(=C4C(=C3O)C(=O)C5=CC=CC=C5C4=O)O)(C(=O)C)O)N)O. Cell line: OVCAR-5. Synergy scores: CSS=39.0, Synergy_ZIP=1.92, Synergy_Bliss=2.77, Synergy_Loewe=0.330, Synergy_HSA=3.50. (7) Drug 1: CCC(=C(C1=CC=CC=C1)C2=CC=C(C=C2)OCCN(C)C)C3=CC=CC=C3.C(C(=O)O)C(CC(=O)O)(C(=O)O)O. Drug 2: C1=NC2=C(N1)C(=S)N=CN2. Cell line: 786-0. Synergy scores: CSS=44.4, Synergy_ZIP=4.40, Synergy_Bliss=-2.20, Synergy_Loewe=-21.1, Synergy_HSA=-1.92. (8) Drug 1: C1C(C(OC1N2C=C(C(=O)NC2=O)F)CO)O. Synergy scores: CSS=23.7, Synergy_ZIP=-6.24, Synergy_Bliss=-4.71, Synergy_Loewe=-52.2, Synergy_HSA=-3.82. Drug 2: CNC(=O)C1=NC=CC(=C1)OC2=CC=C(C=C2)NC(=O)NC3=CC(=C(C=C3)Cl)C(F)(F)F. Cell line: SK-MEL-5. (9) Drug 1: CC1C(C(CC(O1)OC2CC(CC3=C2C(=C4C(=C3O)C(=O)C5=C(C4=O)C(=CC=C5)OC)O)(C(=O)CO)O)N)O.Cl. Drug 2: CCC1(C2=C(COC1=O)C(=O)N3CC4=CC5=C(C=CC(=C5CN(C)C)O)N=C4C3=C2)O.Cl. Cell line: SK-MEL-2. Synergy scores: CSS=20.8, Synergy_ZIP=12.9, Synergy_Bliss=16.3, Synergy_Loewe=-2.70, Synergy_HSA=10.1. (10) Drug 1: CC1C(C(=O)NC(C(=O)N2CCCC2C(=O)N(CC(=O)N(C(C(=O)O1)C(C)C)C)C)C(C)C)NC(=O)C3=C4C(=C(C=C3)C)OC5=C(C(=O)C(=C(C5=N4)C(=O)NC6C(OC(=O)C(N(C(=O)CN(C(=O)C7CCCN7C(=O)C(NC6=O)C(C)C)C)C)C(C)C)C)N)C. Drug 2: CCC(=C(C1=CC=CC=C1)C2=CC=C(C=C2)OCCN(C)C)C3=CC=CC=C3.C(C(=O)O)C(CC(=O)O)(C(=O)O)O. Cell line: NCI-H460. Synergy scores: CSS=45.1, Synergy_ZIP=30.1, Synergy_Bliss=29.5, Synergy_Loewe=26.2, Synergy_HSA=26.5.